From a dataset of Full USPTO retrosynthesis dataset with 1.9M reactions from patents (1976-2016). Predict the reactants needed to synthesize the given product. (1) Given the product [F:20][C:21]1[N:26]=[CH:25][C:24]([C:5]2[CH:10]=[N:9][C:8]([C:11]3[CH:16]=[CH:15][CH:14]=[CH:13][CH:12]=3)=[C:7]([N+:17]([O-:19])=[O:18])[CH:6]=2)=[CH:23][CH:22]=1, predict the reactants needed to synthesize it. The reactants are: C(Cl)Cl.Br[C:5]1[CH:6]=[C:7]([N+:17]([O-:19])=[O:18])[C:8]([C:11]2[CH:16]=[CH:15][CH:14]=[CH:13][CH:12]=2)=[N:9][CH:10]=1.[F:20][C:21]1[N:26]=[CH:25][C:24](B(O)O)=[CH:23][CH:22]=1.C(=O)([O-])[O-].[K+].[K+]. (2) Given the product [OH:6][C@@H:5]([CH2:4][OH:3])[C@@H:7]([NH:11][CH2:12][C:13]1[C:17]2[N:18]=[CH:19][NH:20][C:21](=[O:22])[C:16]=2[NH:15][CH:14]=1)[CH2:8][S:9][CH3:10], predict the reactants needed to synthesize it. The reactants are: CC1(C)[O:6][C@H:5]([C@@H:7]([NH:11][CH2:12][C:13]2[C:17]3[N:18]=[CH:19][NH:20][C:21](=[O:22])[C:16]=3[NH:15][CH:14]=2)[CH2:8][S:9][CH3:10])[CH2:4][O:3]1.Cl. (3) Given the product [N:51]1([CH:57]2[CH2:62][CH2:61][N:60]([C:63]3[CH:64]=[CH:65][C:66]([NH:69][C:19](=[O:21])[C:18]4[CH:22]=[CH:23][C:15]([S:12](=[O:13])(=[O:14])[NH:11][C:6]5[CH:7]=[CH:8][CH:9]=[CH:10][C:5]=5[O:4][C:3]5[CH:24]=[CH:25][C:26]([Cl:28])=[CH:27][C:2]=5[Cl:1])=[CH:16][CH:17]=4)=[CH:67][CH:68]=3)[CH2:59][CH2:58]2)[CH2:52][CH2:53][CH2:54][CH2:55][CH2:56]1, predict the reactants needed to synthesize it. The reactants are: [Cl:1][C:2]1[CH:27]=[C:26]([Cl:28])[CH:25]=[CH:24][C:3]=1[O:4][C:5]1[CH:10]=[CH:9][CH:8]=[CH:7][C:6]=1[NH:11][S:12]([C:15]1[CH:23]=[CH:22][C:18]([C:19]([OH:21])=O)=[CH:17][CH:16]=1)(=[O:14])=[O:13].ON1C2C=CC=CC=2N=N1.CCN=C=NCCCN(C)C.Cl.[N:51]1([CH:57]2[CH2:62][CH2:61][N:60]([C:63]3[CH:68]=[CH:67][C:66]([NH2:69])=[CH:65][CH:64]=3)[CH2:59][CH2:58]2)[CH2:56][CH2:55][CH2:54][CH2:53][CH2:52]1.